The task is: Predict the reaction yield, written as a fraction of the theoretical maximum amount of product (1.0 means a 100% yield; for example, 0.34 means a 34% yield).. This data is from Reaction yield outcomes from USPTO patents with 853,638 reactions. (1) The reactants are [CH3:1][O:2][C:3]([C@@H:5]1[CH2:10][CH2:9][C@@H:8]([O:11][Si:12]([C:25]([CH3:28])([CH3:27])[CH3:26])([C:19]2[CH:24]=[CH:23][CH:22]=[CH:21][CH:20]=2)[C:13]2[CH:18]=[CH:17][CH:16]=[CH:15][CH:14]=2)[CH2:7][C@H:6]1[C:29]([OH:31])=[O:30])=[O:4].[C:32](OC(O[C:32]([CH3:35])([CH3:34])[CH3:33])N(C)C)([CH3:35])([CH3:34])[CH3:33]. The catalyst is C1(C)C=CC=CC=1. The product is [CH3:1][O:2][C:3]([C@@H:5]1[CH2:10][CH2:9][C@@H:8]([O:11][Si:12]([C:25]([CH3:28])([CH3:26])[CH3:27])([C:13]2[CH:14]=[CH:15][CH:16]=[CH:17][CH:18]=2)[C:19]2[CH:20]=[CH:21][CH:22]=[CH:23][CH:24]=2)[CH2:7][C@H:6]1[C:29]([O:31][C:32]([CH3:35])([CH3:34])[CH3:33])=[O:30])=[O:4]. The yield is 0.820. (2) The reactants are Br[C:2]1[C:9]2[S:8][CH:7]=[N:6][C:5]=2[N:4]([CH:10]([CH3:14])[CH2:11][O:12][CH3:13])[C:3]=1[CH3:15].[C:16]([Cu])#[N:17]. The catalyst is CN(C)C=O. The product is [CH3:13][O:12][CH2:11][CH:10]([N:4]1[C:5]2[N:6]=[CH:7][S:8][C:9]=2[C:2]([C:16]#[N:17])=[C:3]1[CH3:15])[CH3:14]. The yield is 0.620. (3) The reactants are [CH3:1][O:2][C:3]1[CH:8]=[CH:7][C:6]([CH2:9][CH2:10][CH2:11][CH2:12][C:13]#[C:14][Si](C)(C)C)=[CH:5][CH:4]=1.[OH-].[Na+]. The catalyst is CO. The product is [CH2:9]([C:6]1[CH:5]=[CH:4][C:3]([O:2][CH3:1])=[CH:8][CH:7]=1)[CH2:10][CH2:11][CH2:12][C:13]#[CH:14]. The yield is 0.780. (4) The reactants are [Br:1][C:2]1[CH:3]=[C:4]([CH:18]=[C:19]([N+:21]([O-])=O)[CH:20]=1)[C:5]([NH:7][CH2:8][CH2:9][O:10][CH2:11][CH2:12][O:13][CH2:14][CH2:15][O:16][CH3:17])=[O:6].CC(O)=O.C(OCC)C. The catalyst is C1COCC1.[Pt]. The product is [NH2:21][C:19]1[CH:18]=[C:4]([CH:3]=[C:2]([Br:1])[CH:20]=1)[C:5]([NH:7][CH2:8][CH2:9][O:10][CH2:11][CH2:12][O:13][CH2:14][CH2:15][O:16][CH3:17])=[O:6]. The yield is 0.900. (5) The catalyst is O1CCOCC1.O. The product is [CH2:13]1[C:14]2[C:19](=[CH:18][CH:17]=[CH:16][CH:15]=2)[CH2:20][CH2:21][N:12]1[CH2:11][CH:10]([OH:22])[CH2:9][NH:8][C:6]1[CH:5]=[N:4][CH:3]=[C:2]([C:30]2[CH:31]=[CH:32][C:27]3[N:26]=[CH:25][N:24]([CH3:23])[C:28]=3[CH:29]=2)[N:7]=1. The reactants are Cl[C:2]1[N:7]=[C:6]([NH:8][CH2:9][CH:10]([OH:22])[CH2:11][N:12]2[CH2:21][CH2:20][C:19]3[C:14](=[CH:15][CH:16]=[CH:17][CH:18]=3)[CH2:13]2)[CH:5]=[N:4][CH:3]=1.[CH3:23][N:24]1[C:28]2[CH:29]=[C:30](B3OC(C)(C)C(C)(C)O3)[CH:31]=[CH:32][C:27]=2[N:26]=[CH:25]1.C([O-])([O-])=O.[Cs+].[Cs+]. The yield is 0.130. (6) The reactants are C[O:2][C:3](=O)[CH:4]([NH:11][C:12]1[CH:21]=[CH:20][C:15]([C:16]([O:18][CH3:19])=[O:17])=[CH:14][C:13]=1[N+:22]([O-])=O)[C:5]1[CH:10]=[CH:9][CH:8]=[CH:7][CH:6]=1.[NH4+].[Cl-]. The catalyst is CO.[Fe]. The product is [O:2]=[C:3]1[NH:22][C:13]2[C:12](=[CH:21][CH:20]=[C:15]([C:16]([O:18][CH3:19])=[O:17])[CH:14]=2)[NH:11][CH:4]1[C:5]1[CH:10]=[CH:9][CH:8]=[CH:7][CH:6]=1. The yield is 0.560. (7) The reactants are [NH2:1][C:2]1([CH2:13][C:14]([O:16][CH2:17][CH3:18])=[O:15])[CH2:5][N:4]([C:6]([O:8][C:9]([CH3:12])([CH3:11])[CH3:10])=[O:7])[CH2:3]1.CCN(CC)CC.[C:26]1([C:32]#[C:33][C:34]2[O:38][C:37]([C:39](ON3C(=O)CCC3=O)=[O:40])=[CH:36][CH:35]=2)[CH:31]=[CH:30][CH:29]=[CH:28][CH:27]=1. The catalyst is CN(C=O)C. The product is [CH2:17]([O:16][C:14](=[O:15])[CH2:13][C:2]1([NH:1][C:39]([C:37]2[O:38][C:34]([C:33]#[C:32][C:26]3[CH:31]=[CH:30][CH:29]=[CH:28][CH:27]=3)=[CH:35][CH:36]=2)=[O:40])[CH2:5][N:4]([C:6]([O:8][C:9]([CH3:10])([CH3:11])[CH3:12])=[O:7])[CH2:3]1)[CH3:18]. The yield is 0.810. (8) The reactants are [CH3:1][C:2]1[CH:3]=[C:4]([CH:9]=[C:10]([CH3:26])[C:11]=1[CH2:12][C:13]1[CH:18]=[CH:17][C:16]([O:19][CH2:20][O:21][CH3:22])=[C:15]([CH:23]([CH3:25])[CH3:24])[CH:14]=1)[C:5]([O:7]C)=[O:6].[OH-].[Na+].Cl. The catalyst is CO. The product is [CH3:26][C:10]1[CH:9]=[C:4]([CH:3]=[C:2]([CH3:1])[C:11]=1[CH2:12][C:13]1[CH:18]=[CH:17][C:16]([O:19][CH2:20][O:21][CH3:22])=[C:15]([CH:23]([CH3:24])[CH3:25])[CH:14]=1)[C:5]([OH:7])=[O:6]. The yield is 0.980. (9) The reactants are [Si:1]([O:8][CH2:9][CH:10]([CH2:13][OH:14])[O:11][CH3:12])([C:4]([CH3:7])([CH3:6])[CH3:5])([CH3:3])[CH3:2].[C:15](Cl)(=[O:33])[CH2:16][CH2:17][CH2:18][CH2:19][CH2:20][CH2:21][CH2:22]/[CH:23]=[CH:24]\[CH2:25][CH2:26][CH2:27][CH2:28][CH2:29][CH2:30][CH2:31][CH3:32].N1C=CC=CC=1. The catalyst is C(Cl)Cl. The product is [Si:1]([O:8][CH2:9][CH:10]([CH2:13][O:14][C:15](=[O:33])[CH2:16][CH2:17][CH2:18][CH2:19][CH2:20][CH2:21][CH2:22]/[CH:23]=[CH:24]\[CH2:25][CH2:26][CH2:27][CH2:28][CH2:29][CH2:30][CH2:31][CH3:32])[O:11][CH3:12])([C:4]([CH3:7])([CH3:6])[CH3:5])([CH3:3])[CH3:2]. The yield is 0.990. (10) The reactants are Br[C:2]1[CH:3]=[C:4]2[C:9](=[N:10][CH:11]=1)[NH:8][C:7](=[O:12])[CH2:6][CH2:5]2.C(=O)([O-])[O-].[Na+].[Na+].[CH2:19]([Sn](CCCC)(CCCC)C=C)[CH2:20]CC.[Na]. The catalyst is C1(C)C=CC=CC=1.C1C=CC([P]([Pd]([P](C2C=CC=CC=2)(C2C=CC=CC=2)C2C=CC=CC=2)([P](C2C=CC=CC=2)(C2C=CC=CC=2)C2C=CC=CC=2)[P](C2C=CC=CC=2)(C2C=CC=CC=2)C2C=CC=CC=2)(C2C=CC=CC=2)C2C=CC=CC=2)=CC=1.O. The yield is 0.750. The product is [CH:19]([C:2]1[CH:3]=[C:4]2[C:9](=[N:10][CH:11]=1)[NH:8][C:7](=[O:12])[CH2:6][CH2:5]2)=[CH2:20].